Dataset: Forward reaction prediction with 1.9M reactions from USPTO patents (1976-2016). Task: Predict the product of the given reaction. (1) Given the reactants CS(O[CH2:6][C:7]1[CH:12]=[CH:11][CH:10]=[C:9]([Br:13])[CH:8]=1)(=O)=O.[NH2:14][CH2:15][CH2:16][OH:17], predict the reaction product. The product is: [Br:13][C:9]1[CH:8]=[C:7]([CH:12]=[CH:11][CH:10]=1)[CH2:6][NH:14][CH2:15][CH2:16][OH:17]. (2) Given the reactants [Na].[CH2:2]([O:4][C:5]([C:7]1[NH:8][C:9]2[C:14]([CH:15]=1)=[CH:13][C:12]([C:16](=[O:24])[CH2:17][N:18]1[CH2:23][CH2:22][CH2:21][CH2:20][CH2:19]1)=[CH:11][CH:10]=2)=[O:6])[CH3:3], predict the reaction product. The product is: [CH2:2]([O:4][C:5]([C:7]1[NH:8][C:9]2[C:14]([CH:15]=1)=[CH:13][C:12]([CH:16]([OH:24])[CH2:17][N:18]1[CH2:23][CH2:22][CH2:21][CH2:20][CH2:19]1)=[CH:11][CH:10]=2)=[O:6])[CH3:3]. (3) Given the reactants Cl.[CH3:2][N:3]([CH3:20])[CH2:4][CH2:5][C:6]1[CH2:15][CH2:14][C:13]2[CH:12]=[C:11]([NH:16][C:17](=[O:19])[CH3:18])[CH:10]=[CH:9][C:8]=2[CH:7]=1.CCN=C=NCCCN(C)C.[C:32]1([C:41]2[CH:46]=[CH:45]C=[CH:43][CH:42]=2)[CH:37]=[CH:36][C:35](C(O)=O)=[CH:34][CH:33]=1, predict the reaction product. The product is: [CH3:20][N:3]([CH3:2])[CH2:4][CH2:5][C:6]1[CH2:15][CH2:14][C:13]2[CH:12]=[C:11]([NH:16][C:17]([C:18]3[CH:43]=[CH:42][C:41]([C:32]4[CH:37]=[CH:36][CH:35]=[CH:34][CH:33]=4)=[CH:46][CH:45]=3)=[O:19])[CH:10]=[CH:9][C:8]=2[CH:7]=1. (4) Given the reactants O[CH2:2][P:3](=[O:10])([O:7][CH2:8][CH3:9])[O:4][CH2:5][CH3:6].[H-].[Na+].Br[CH2:14][C:15]1[CH:20]=[C:19]([CH3:21])[CH:18]=[C:17](C)[N:16]=1, predict the reaction product. The product is: [CH2:5]([O:4][P:3]([CH2:2][C:17]1[CH:18]=[C:19]([CH3:21])[CH:20]=[C:15]([CH3:14])[N:16]=1)([O:7][CH2:8][CH3:9])=[O:10])[CH3:6]. (5) The product is: [F:1][C:2]1[CH:10]=[CH:9][C:8]([C:11]([F:14])([F:13])[F:12])=[CH:7][C:3]=1[C:4]([N:16]([CH3:15])[C:17]1[CH:18]=[N:19][CH:20]=[CH:21][C:22]=1[C:23]1[CH:28]=[CH:27][CH:26]=[CH:25][C:24]=1[CH3:29])=[O:5]. Given the reactants [F:1][C:2]1[CH:10]=[CH:9][C:8]([C:11]([F:14])([F:13])[F:12])=[CH:7][C:3]=1[C:4](Cl)=[O:5].[CH3:15][NH:16][C:17]1[CH:18]=[N:19][CH:20]=[CH:21][C:22]=1[C:23]1[CH:28]=[CH:27][CH:26]=[CH:25][C:24]=1[CH3:29].CCN(C(C)C)C(C)C, predict the reaction product. (6) Given the reactants [Cl:1][C:2]1[CH:7]=[C:6]([O:8]C2CCCCO2)[CH:5]=[CH:4][C:3]=1[N:15]1[CH2:20][CH2:19][N:18]([C:21]([O:23][C:24]([CH3:27])([CH3:26])[CH3:25])=[O:22])[CH2:17][CH2:16]1.C1(C)C=CC(S([O-])(=O)=O)=CC=1.[NH+]1C=CC=CC=1, predict the reaction product. The product is: [Cl:1][C:2]1[CH:7]=[C:6]([OH:8])[CH:5]=[CH:4][C:3]=1[N:15]1[CH2:20][CH2:19][N:18]([C:21]([O:23][C:24]([CH3:27])([CH3:26])[CH3:25])=[O:22])[CH2:17][CH2:16]1.